This data is from Catalyst prediction with 721,799 reactions and 888 catalyst types from USPTO. The task is: Predict which catalyst facilitates the given reaction. (1) Reactant: C([O:3][C:4](=[O:20])[CH2:5][C:6]([NH:8][C:9]1[S:10][C:11]([C:14]2[CH:19]=[CH:18][CH:17]=[CH:16][CH:15]=2)=[CH:12][N:13]=1)=[O:7])C.CO.C1COCC1.O[Li].O. Product: [C:14]1([C:11]2[S:10][C:9]([NH:8][C:6](=[O:7])[CH2:5][C:4]([OH:20])=[O:3])=[N:13][CH:12]=2)[CH:15]=[CH:16][CH:17]=[CH:18][CH:19]=1. The catalyst class is: 6. (2) Product: [NH2:21][C:16]1[C:17]([O:19][CH3:20])=[CH:18][C:4]([CH:1]([CH3:3])[CH3:2])=[C:5]([CH:15]=1)[O:6][C:7]1[C:8]([NH2:14])=[N:9][C:10]([NH2:13])=[N:11][CH:12]=1. The catalyst class is: 29. Reactant: [CH:1]([C:4]1[CH:18]=[C:17]([O:19][CH3:20])[C:16]([N+:21]([O-])=O)=[CH:15][C:5]=1[O:6][C:7]1[C:8]([NH2:14])=[N:9][C:10]([NH2:13])=[N:11][CH:12]=1)([CH3:3])[CH3:2]. (3) Reactant: C[O:2][C:3](=[O:34])[C:4]1[CH:9]=[CH:8][CH:7]=[C:6]([NH:10][C:11]([C:13]2[CH:18]=[CH:17][CH:16]=[C:15]([CH2:19][O:20][C:21]3[CH:26]=[CH:25][C:24]([C:27](=[O:29])[CH3:28])=[C:23]([OH:30])[C:22]=3[CH2:31][CH2:32][CH3:33])[N:14]=2)=[O:12])[CH:5]=1.CO.[OH-].[Li+].[ClH:39]. Product: [ClH:39].[C:27]([C:24]1[CH:25]=[CH:26][C:21]([O:20][CH2:19][C:15]2[CH:16]=[CH:17][CH:18]=[C:13]([C:11](=[O:12])[NH:10][C:6]3[CH:7]=[CH:8][CH:9]=[C:4]([C:3]([OH:34])=[O:2])[CH:5]=3)[N:14]=2)=[C:22]([CH2:31][CH2:32][CH3:33])[C:23]=1[OH:30])(=[O:29])[CH3:28]. The catalyst class is: 7.